Dataset: Forward reaction prediction with 1.9M reactions from USPTO patents (1976-2016). Task: Predict the product of the given reaction. Given the reactants Br[C:2]([CH3:7])([CH3:6])[C:3](Br)=[O:4].[Al+3].[Cl-].[Cl-].[Cl-].[CH2:12]1[C:21]2[C:16](=[CH:17][CH:18]=[CH:19][CH:20]=2)[CH2:15][CH2:14][CH2:13]1, predict the reaction product. The product is: [CH3:6][CH:2]1[C:3](=[O:4])[C:18]2=[CH:17][C:16]3[CH2:15][CH2:14][CH2:13][CH2:12][C:21]=3[CH:20]=[C:19]2[CH2:7]1.